This data is from Aqueous solubility values for 9,982 compounds from the AqSolDB database. The task is: Regression/Classification. Given a drug SMILES string, predict its absorption, distribution, metabolism, or excretion properties. Task type varies by dataset: regression for continuous measurements (e.g., permeability, clearance, half-life) or binary classification for categorical outcomes (e.g., BBB penetration, CYP inhibition). For this dataset (solubility_aqsoldb), we predict Y. (1) The molecule is Nc1ccc(N=Nc2ccccc2)c(N)n1. The Y is -4.24 log mol/L. (2) The drug is COc1ccc2cc(CCC(C)=O)ccc2c1. The Y is -1.46 log mol/L. (3) The compound is O=C(O)C(Cl)=C(Br)Br. The Y is -0.687 log mol/L. (4) The drug is Cc1ccc2ccccc2c1. The Y is -3.76 log mol/L. (5) The molecule is [Cl-].[Cl-].[Zn+2]. The Y is 0.501 log mol/L.